From a dataset of Forward reaction prediction with 1.9M reactions from USPTO patents (1976-2016). Predict the product of the given reaction. (1) Given the reactants [CH3:1][Mg]Br.[CH:4]([C:6]1[C:14]2[S:13][CH2:12][CH:11]([C:15]3[CH:20]=[CH:19][C:18]([CH:21]([CH3:23])[CH3:22])=[CH:17][CH:16]=3)[C:10]=2[C:9]([CH3:24])=[C:8]([NH:25][C:26](=[O:32])[CH2:27][C:28]([CH3:31])([CH3:30])[CH3:29])[C:7]=1[CH3:33])=O, predict the reaction product. The product is: [CH2:4]([C:6]1[C:14]2[S:13][CH2:12][CH:11]([C:15]3[CH:16]=[CH:17][C:18]([CH:21]([CH3:22])[CH3:23])=[CH:19][CH:20]=3)[C:10]=2[C:9]([CH3:24])=[C:8]([NH:25][C:26](=[O:32])[CH2:27][C:28]([CH3:30])([CH3:29])[CH3:31])[C:7]=1[CH3:33])[CH3:1]. (2) Given the reactants CCN=C=NCCCN(C)C.ON1C2C=CC=CC=2N=N1.[N:22]1[CH:27]=[CH:26][CH:25]=[CH:24][C:23]=1[C:28]([OH:30])=O.Cl.[CH3:32][NH:33][O:34][CH3:35], predict the reaction product. The product is: [CH3:35][O:34][N:33]([CH3:32])[C:28](=[O:30])[C:23]1[CH:24]=[CH:25][CH:26]=[CH:27][N:22]=1. (3) Given the reactants Br[C:2]1[CH:18]=[CH:17][C:5]2[N:6]3[C:10]([CH2:11][CH2:12][O:13][C:4]=2[CH:3]=1)=[CH:9][C:8]([C:14]([OH:16])=O)=[N:7]3.[CH:19]([NH:22][CH2:23][CH2:24][OH:25])([CH3:21])[CH3:20].C(N(CC)CC)C, predict the reaction product. The product is: [OH:25][CH2:24][CH2:23][N:22]([CH:19]([CH3:21])[CH3:20])[C:14]([C:8]1[CH:9]=[C:10]2[N:6]([C:5]3[CH:17]=[CH:18][CH:2]=[CH:3][C:4]=3[O:13][CH2:12][CH2:11]2)[N:7]=1)=[O:16]. (4) Given the reactants F[C:2]1[N:7]2[CH:8]=[C:9]([CH2:11][N:12]3[C@H:25]4[C@H:16]([CH2:17][CH2:18][C:19]5[C:24]4=[N:23][CH:22]=[CH:21][CH:20]=5)[CH2:15][CH2:14][CH2:13]3)[N:10]=[C:6]2[CH:5]=[CH:4][CH:3]=1.[N:26]1([CH2:32][CH2:33][OH:34])[CH2:31][CH2:30][NH:29][CH2:28][CH2:27]1.O, predict the reaction product. The product is: [N:12]1([CH2:11][C:9]2[N:10]=[C:6]3[CH:5]=[CH:4][CH:3]=[C:2]([N:29]4[CH2:30][CH2:31][N:26]([CH2:32][CH2:33][OH:34])[CH2:27][CH2:28]4)[N:7]3[CH:8]=2)[C@H:25]2[C@H:16]([CH2:17][CH2:18][C:19]3[C:24]2=[N:23][CH:22]=[CH:21][CH:20]=3)[CH2:15][CH2:14][CH2:13]1. (5) Given the reactants Cl[C:2]1[C:3]([C:16]2[CH:21]=[CH:20][CH:19]=[CH:18][CH:17]=2)=[N:4][C:5]2[C:10]([N:11]=1)=[CH:9][C:8]([C:12]([O:14][CH3:15])=[O:13])=[CH:7][CH:6]=2.[CH3:22][O:23][C:24]1[CH:29]=[CH:28][C:27]([CH:30]2[CH2:35][CH2:34][NH:33][CH2:32][CH2:31]2)=[CH:26][CH:25]=1.CCN(C(C)C)C(C)C, predict the reaction product. The product is: [CH3:22][O:23][C:24]1[CH:25]=[CH:26][C:27]([CH:30]2[CH2:35][CH2:34][N:33]([C:2]3[C:3]([C:16]4[CH:21]=[CH:20][CH:19]=[CH:18][CH:17]=4)=[N:4][C:5]4[C:10]([N:11]=3)=[CH:9][C:8]([C:12]([O:14][CH3:15])=[O:13])=[CH:7][CH:6]=4)[CH2:32][CH2:31]2)=[CH:28][CH:29]=1.